This data is from HIV replication inhibition screening data with 41,000+ compounds from the AIDS Antiviral Screen. The task is: Binary Classification. Given a drug SMILES string, predict its activity (active/inactive) in a high-throughput screening assay against a specified biological target. The drug is CN1CC(=Cc2cccs2)c2nc(O)c(C#N)c(-c3cccs3)c2C1. The result is 0 (inactive).